Dataset: Merck oncology drug combination screen with 23,052 pairs across 39 cell lines. Task: Regression. Given two drug SMILES strings and cell line genomic features, predict the synergy score measuring deviation from expected non-interaction effect. (1) Drug 1: CS(=O)(=O)CCNCc1ccc(-c2ccc3ncnc(Nc4ccc(OCc5cccc(F)c5)c(Cl)c4)c3c2)o1. Drug 2: COC1CC2CCC(C)C(O)(O2)C(=O)C(=O)N2CCCCC2C(=O)OC(C(C)CC2CCC(OP(C)(C)=O)C(OC)C2)CC(=O)C(C)C=C(C)C(O)C(OC)C(=O)C(C)CC(C)C=CC=CC=C1C. Cell line: VCAP. Synergy scores: synergy=14.6. (2) Drug 1: Cn1nnc2c(C(N)=O)ncn2c1=O. Drug 2: C#Cc1cccc(Nc2ncnc3cc(OCCOC)c(OCCOC)cc23)c1. Cell line: A375. Synergy scores: synergy=14.7. (3) Drug 1: CCC1(O)CC2CN(CCc3c([nH]c4ccccc34)C(C(=O)OC)(c3cc4c(cc3OC)N(C)C3C(O)(C(=O)OC)C(OC(C)=O)C5(CC)C=CCN6CCC43C65)C2)C1. Drug 2: O=C(NOCC(O)CO)c1ccc(F)c(F)c1Nc1ccc(I)cc1F. Cell line: KPL1. Synergy scores: synergy=20.1. (4) Drug 1: N#Cc1ccc(Cn2cncc2CN2CCN(c3cccc(Cl)c3)C(=O)C2)cc1. Drug 2: O=C(CCCCCCC(=O)Nc1ccccc1)NO. Cell line: SKMEL30. Synergy scores: synergy=6.50. (5) Cell line: A427. Drug 2: O=C(O)C1(Cc2cccc(Nc3nccs3)n2)CCC(Oc2cccc(Cl)c2F)CC1. Synergy scores: synergy=-1.03. Drug 1: CN1C(=O)C=CC2(C)C3CCC4(C)C(NC(=O)OCC(F)(F)F)CCC4C3CCC12.